This data is from Full USPTO retrosynthesis dataset with 1.9M reactions from patents (1976-2016). The task is: Predict the reactants needed to synthesize the given product. (1) The reactants are: [CH2:1]([C:3]1[CH:8]=[CH:7][C:6]([CH2:9][C:10]2[C:11](=[O:16])[NH:12][NH:13][C:14]=2[CH3:15])=[CH:5][CH:4]=1)[CH3:2].[CH2:17]([C:19]1[CH:24]=[CH:23][C:22]([CH2:25][C:26]2[C:27]([O:32][C@@H:33]3[O:50][C@H:49]([CH2:51][O:52][C:53](=[O:55])[CH3:54])[C@@H:44]([O:45][C:46](=[O:48])[CH3:47])[C@H:39]([O:40][C:41](=[O:43])[CH3:42])[C@H:34]3[O:35][C:36](=[O:38])[CH3:37])=[N:28][NH:29][C:30]=2[CH3:31])=[CH:21][CH:20]=1)[CH3:18]. Given the product [CH2:17]([C:19]1[CH:24]=[CH:23][C:22]([CH2:25][C:26]2[C:27]([O:32][C@@H:33]3[O:50][C@H:49]([CH2:51][O:52][C:53](=[O:55])[CH3:54])[C@@H:44]([O:45][C:46](=[O:48])[CH3:47])[C@H:39]([O:40][C:41](=[O:43])[CH3:42])[C@H:34]3[O:35][C:36](=[O:38])[CH3:37])=[N:28][NH:29][C:30]=2[CH3:31])=[CH:21][CH:20]=1)[CH3:18].[CH2:1]([C:3]1[CH:4]=[CH:5][C:6]([CH2:9][C:10]2[C:11]([O:16][CH:33]3[O:50][C@H:49]([CH2:51][OH:52])[C@@H:44]([OH:45])[C@H:39]([OH:40])[C@H:34]3[OH:35])=[N:12][NH:13][C:14]=2[CH3:15])=[CH:7][CH:8]=1)[CH3:2], predict the reactants needed to synthesize it. (2) Given the product [F:18][C:15]1[CH:16]=[CH:17][C:4]2/[C:3](=[CH:2]\[C:27]3[CH:36]=[CH:35][C:30]4[NH:31][C:32](=[O:34])[NH:33][C:29]=4[CH:28]=3)/[C:13]3[C:8]([CH2:7][CH2:6][C:5]=2[CH:14]=1)=[N:9][CH:10]=[CH:11][CH:12]=3, predict the reactants needed to synthesize it. The reactants are: Br/[CH:2]=[C:3]1\[C:4]2[CH:17]=[CH:16][C:15]([F:18])=[CH:14][C:5]=2[CH2:6][CH2:7][C:8]2[C:13]\1=[CH:12][CH:11]=[CH:10][N:9]=2.CC1(C)C(C)(C)OB([C:27]2[CH:36]=[CH:35][C:30]3[NH:31][C:32](=[O:34])[NH:33][C:29]=3[CH:28]=2)O1. (3) Given the product [C:29]1([C:32]2[CH:37]=[CH:36][CH:35]=[CH:34][CH:33]=2)[CH:30]=[CH:31][C:26]([S:23]([N:22]2[CH2:21][CH2:20][S:19][C@H:18]2[C:16]([NH:15][C@H:8]([C:9]2[CH:14]=[CH:13][CH:12]=[CH:11][CH:10]=2)[CH2:7][CH2:6][N:44]([CH2:43][C:39]2[O:38][CH:42]=[CH:41][CH:40]=2)[CH3:45])=[O:17])(=[O:25])=[O:24])=[CH:27][CH:28]=1, predict the reactants needed to synthesize it. The reactants are: CS(O[CH2:6][CH2:7][C@H:8]([NH:15][C:16]([C@H:18]1[N:22]([S:23]([C:26]2[CH:31]=[CH:30][C:29]([C:32]3[CH:37]=[CH:36][CH:35]=[CH:34][CH:33]=3)=[CH:28][CH:27]=2)(=[O:25])=[O:24])[CH2:21][CH2:20][S:19]1)=[O:17])[C:9]1[CH:14]=[CH:13][CH:12]=[CH:11][CH:10]=1)(=O)=O.[O:38]1[CH:42]=[CH:41][CH:40]=[C:39]1[CH2:43][NH:44][CH3:45]. (4) Given the product [CH2:24]([O:23][C:21](=[O:22])[CH2:20][N:8]1[C:4]2[CH:3]=[C:2]([Cl:1])[C:15]([Cl:16])=[CH:14][C:5]=2[N:6]=[C:7]1[CH2:9][C:10]([F:12])([F:13])[F:11])[CH3:25], predict the reactants needed to synthesize it. The reactants are: [Cl:1][C:2]1[C:15]([Cl:16])=[CH:14][C:5]2[NH:6][C:7]([CH2:9][C:10]([F:13])([F:12])[F:11])=[N:8][C:4]=2[CH:3]=1.[H-].[Na+].Br[CH2:20][C:21]([O:23][CH2:24][CH3:25])=[O:22]. (5) The reactants are: [O:1]=[C:2]1[NH:8][CH2:7][CH2:6][CH2:5][N:4]2[C:9]3[N:15]=[C:14]([C:16]([OH:18])=O)[CH:13]=[CH:12][C:10]=3[CH:11]=[C:3]12.C1CN([P+](ON2N=NC3C=CC=CC2=3)(N2CCCC2)N2CCCC2)CC1.F[P-](F)(F)(F)(F)F.[NH2:52][C:53]1[CH:54]=[N:55][C:56]2[C:61]([CH:62]=1)=[CH:60][CH:59]=[CH:58][CH:57]=2.C(N(CC)CC)C. Given the product [O:1]=[C:2]1[NH:8][CH2:7][CH2:6][CH2:5][N:4]2[C:9]3[N:15]=[C:14]([C:16]([NH:52][C:53]4[CH:54]=[N:55][C:56]5[C:61]([CH:62]=4)=[CH:60][CH:59]=[CH:58][CH:57]=5)=[O:18])[CH:13]=[CH:12][C:10]=3[CH:11]=[C:3]12, predict the reactants needed to synthesize it. (6) The reactants are: [NH2:1][CH2:2][CH2:3][N:4]1[C:13]2[C:8](=[N:9][CH:10]=[C:11]([CH2:14][C:15]3[CH:20]=[CH:19][C:18]([F:21])=[CH:17][CH:16]=3)[CH:12]=2)[C:7]([OH:22])=[C:6]([C:23]([NH:25][CH:26]([CH3:29])[CH2:27][OH:28])=[O:24])[C:5]1=[O:30].[N:31]1([C:37](Cl)=[O:38])[CH2:36][CH2:35][O:34][CH2:33][CH2:32]1. Given the product [F:21][C:18]1[CH:17]=[CH:16][C:15]([CH2:14][C:11]2[CH:12]=[C:13]3[C:8]([C:7]([OH:22])=[C:6]([C:23]([NH:25][CH:26]([CH3:29])[CH2:27][OH:28])=[O:24])[C:5](=[O:30])[N:4]3[CH2:3][CH2:2][NH:1][C:37]([N:31]3[CH2:36][CH2:35][O:34][CH2:33][CH2:32]3)=[O:38])=[N:9][CH:10]=2)=[CH:20][CH:19]=1, predict the reactants needed to synthesize it. (7) Given the product [Cl:1][C:2]1[CH:3]=[C:4]2[C:8](=[CH:9][C:10]=1[Cl:11])[C:7](=[O:12])[N:6]([CH2:13][C:14]([O:16][CH3:18])=[O:15])[C:5]2=[O:17], predict the reactants needed to synthesize it. The reactants are: [Cl:1][C:2]1[CH:3]=[C:4]2[C:8](=[CH:9][C:10]=1[Cl:11])[C:7](=[O:12])[N:6]([CH2:13][C:14]([OH:16])=[O:15])[C:5]2=[O:17].[C:18]([O-])(O)=O.[Na+]. (8) Given the product [N:2]1([C:6]([C:8]2[CH:9]=[C:10]([Cl:43])[C:11]([O:14][C:15]3[CH:16]=[C:17]([CH:28]=[C:29]([O:31][C@@H:32]([CH3:42])[CH2:33][OH:34])[CH:30]=3)[C:18]([NH:20][C:21]3[CH:26]=[N:25][C:24]([CH3:27])=[CH:23][N:22]=3)=[O:19])=[N:12][CH:13]=2)=[O:7])[CH2:5][CH2:4][CH2:3]1, predict the reactants needed to synthesize it. The reactants are: Cl.[N:2]1([C:6]([C:8]2[CH:9]=[C:10]([Cl:43])[C:11]([O:14][C:15]3[CH:16]=[C:17]([CH:28]=[C:29]([O:31][C@@H:32]([CH3:42])[CH2:33][O:34][Si](C(C)(C)C)(C)C)[CH:30]=3)[C:18]([NH:20][C:21]3[CH:26]=[N:25][C:24]([CH3:27])=[CH:23][N:22]=3)=[O:19])=[N:12][CH:13]=2)=[O:7])[CH2:5][CH2:4][CH2:3]1. (9) Given the product [CH2:1]([O:8][C:9]1[CH:10]=[C:11]2[C:15](=[CH:16][CH:17]=1)[C:14](=[O:18])[CH:13]([C:14]([C:15]1[CH:11]=[CH:12][C:22]3[C:17](=[CH:9][CH:10]=[C:25]([O:24][CH3:23])[CH:21]=3)[CH:16]=1)=[O:18])[CH2:12]2)[C:2]1[CH:3]=[CH:4][CH:5]=[CH:6][CH:7]=1, predict the reactants needed to synthesize it. The reactants are: [CH2:1]([O:8][C:9]1[CH:10]=[C:11]2[C:15](=[CH:16][CH:17]=1)[C:14](=[O:18])[CH2:13][CH2:12]2)[C:2]1[CH:7]=[CH:6][CH:5]=[CH:4][CH:3]=1.[H-].[Na+].[CH2:21]1[CH2:25][O:24][CH2:23][CH2:22]1. (10) Given the product [C:30]1([CH3:34])[CH:31]=[CH:32][CH:33]=[C:28]([C:4]2[S:3][C:2]([C:43]#[C:42][Si:44]([CH3:47])([CH3:46])[CH3:45])=[N:6][C:5]=2[C:7]([N:9]2[CH2:14][C@@H:13]3[C@@H:11]([CH2:12]3)[C@H:10]2[CH2:15][NH:16][C:17]([C:19]2[N:26]3[C:22]([S:23][CH:24]=[CH:25]3)=[N:21][C:20]=2[CH3:27])=[O:18])=[O:8])[CH:29]=1, predict the reactants needed to synthesize it. The reactants are: Br[C:2]1[S:3][C:4]([C:28]2[CH:29]=[C:30]([CH3:34])[CH:31]=[CH:32][CH:33]=2)=[C:5]([C:7]([N:9]2[CH2:14][C@@H:13]3[C@@H:11]([CH2:12]3)[C@H:10]2[CH2:15][NH:16][C:17]([C:19]2[N:26]3[C:22]([S:23][CH:24]=[CH:25]3)=[N:21][C:20]=2[CH3:27])=[O:18])=[O:8])[N:6]=1.CCN(CC)CC.[C:42]([Si:44]([CH3:47])([CH3:46])[CH3:45])#[CH:43].